This data is from Retrosynthesis with 50K atom-mapped reactions and 10 reaction types from USPTO. The task is: Predict the reactants needed to synthesize the given product. (1) Given the product CCCc1ccc2oc(=O)cc(NC3CCN(CC=Cc4ccccc4)CC3)c2c1, predict the reactants needed to synthesize it. The reactants are: CCC[Zn+].O=c1cc(NC2CCN(CC=Cc3ccccc3)CC2)c2cc(Br)ccc2o1. (2) Given the product c1ccc(-c2ncc(CCCOc3ccc(Cn4ccnc4)cc3)nc2-c2ccccc2)cc1, predict the reactants needed to synthesize it. The reactants are: OCCCc1cnc(-c2ccccc2)c(-c2ccccc2)n1.Oc1ccc(Cn2ccnc2)cc1. (3) The reactants are: CC(=O)NC1(c2ccc(CCl)cc2)CC1.c1ccc(N2CCNCC2)nc1. Given the product CC(=O)NC1(c2ccc(CN3CCN(c4ccccn4)CC3)cc2)CC1, predict the reactants needed to synthesize it.